Dataset: Reaction yield outcomes from USPTO patents with 853,638 reactions. Task: Predict the reaction yield, written as a fraction of the theoretical maximum amount of product (1.0 means a 100% yield; for example, 0.34 means a 34% yield). (1) The reactants are O1C=C(CN)N=C1.[CH3:8][C:9]1[S:10][CH:11]=[C:12]([CH2:14][NH2:15])[N:13]=1.[F:16][C:17]1[CH:38]=[CH:37][C:20]([CH2:21][N:22]2[CH2:26][CH2:25][N:24]([C:27]3[CH:28]=[C:29]([CH:33]=[CH:34][N:35]=3)[C:30](O)=[O:31])[C:23]2=[O:36])=[CH:19][CH:18]=1. No catalyst specified. The product is [F:16][C:17]1[CH:18]=[CH:19][C:20]([CH2:21][N:22]2[CH2:26][CH2:25][N:24]([C:27]3[CH:28]=[C:29]([CH:33]=[CH:34][N:35]=3)[C:30]([NH:15][CH2:14][C:12]3[N:13]=[C:9]([CH3:8])[S:10][CH:11]=3)=[O:31])[C:23]2=[O:36])=[CH:37][CH:38]=1. The yield is 0.260. (2) The reactants are [CH3:1][O:2][C:3]([C:5]1[CH:10]=[N:9][C:8](O)=[CH:7][N:6]=1)=[O:4].O=P(Cl)(Cl)[Cl:14]. No catalyst specified. The product is [CH3:1][O:2][C:3]([C:5]1[CH:10]=[N:9][C:8]([Cl:14])=[CH:7][N:6]=1)=[O:4]. The yield is 0.550. (3) The reactants are Br[C:2]1[CH:3]=[C:4]2[C:8](=[CH:9][CH:10]=1)[NH:7][N:6]=[C:5]2[NH2:11].[CH:12]1([N:15]2[CH2:20][C:19]3([CH2:25][CH2:24][N:23]([S:26]([C:29]4[CH:34]=[CH:33][C:32](B5OC(C)(C)C(C)(C)O5)=[CH:31][CH:30]=4)(=[O:28])=[O:27])[CH2:22][CH2:21]3)[O:18][CH2:17][C:16]2=[O:44])[CH2:14][CH2:13]1. No catalyst specified. The product is [NH2:11][C:5]1[C:4]2[C:8](=[CH:9][CH:10]=[C:2]([C:32]3[CH:33]=[CH:34][C:29]([S:26]([N:23]4[CH2:24][CH2:25][C:19]5([O:18][CH2:17][C:16](=[O:44])[N:15]([CH:12]6[CH2:13][CH2:14]6)[CH2:20]5)[CH2:21][CH2:22]4)(=[O:28])=[O:27])=[CH:30][CH:31]=3)[CH:3]=2)[NH:7][N:6]=1. The yield is 0.250. (4) The yield is 0.770. The product is [F:11][C:8]1[CH:9]=[CH:10][C:5]2[N:6]([C:2]([N:16]3[CH2:17][CH2:18][CH2:19][N:13]([CH3:12])[CH2:14][CH2:15]3)=[N:3][N:4]=2)[CH:7]=1. The reactants are Cl[C:2]1[N:6]2[CH:7]=[C:8]([F:11])[CH:9]=[CH:10][C:5]2=[N:4][N:3]=1.[CH3:12][N:13]1[CH2:19][CH2:18][CH2:17][NH:16][CH2:15][CH2:14]1. The catalyst is CC(N(C)C)=O.